This data is from Full USPTO retrosynthesis dataset with 1.9M reactions from patents (1976-2016). The task is: Predict the reactants needed to synthesize the given product. (1) Given the product [OH:18][CH2:17][C@@H:15]([CH3:16])[C@@H:14]1[C@:29]2([CH3:37])[C:11]([C:10]3[CH2:9][CH2:8][CH:7]4[C@:33]([C:32]=3[CH2:31][CH2:30]2)([CH3:36])[CH2:34][CH2:35][C@H:5]([OH:4])[C:6]4([CH3:39])[CH3:38])=[CH:12][CH2:13]1, predict the reactants needed to synthesize it. The reactants are: C([O:4][C@H:5]1[CH2:35][CH2:34][C@@:33]2([CH3:36])[C:7](=[CH:8][CH:9]=[C:10]3[C@@H:32]2[CH2:31][CH2:30][C@@:29]2([CH3:37])[C@H:11]3[CH2:12][CH2:13][C@@H:14]2[C@@H:15]([CH2:17][O:18][Si](C(C)C)(C(C)C)C(C)C)[CH3:16])[C:6]1([CH3:39])[CH3:38])(=O)C.C(O)C.Cl.C(=O)(O)[O-].[Na+]. (2) Given the product [F:13][C:14]([F:23])([F:22])[C:15]1[S:19][C:4]([CH2:5][NH:1][C:6]([NH:8][C:9]([S:11][CH3:12])=[NH:10])=[O:7])=[CH:17][CH:16]=1, predict the reactants needed to synthesize it. The reactants are: [N:1]1([C:6]([NH:8][C:9]([S:11][CH3:12])=[NH:10])=[O:7])[CH:5]=[CH:4]N=C1.[F:13][C:14]([F:23])([F:22])[C:15]1[S:19]C(CN)=[CH:17][CH:16]=1. (3) Given the product [F:27][C:2]([F:1])([F:26])[O:3][C:4]1[CH:9]=[CH:8][C:7]([S:10]([N:13]2[CH2:14][CH2:15][NH:16][CH2:17][CH2:18]2)(=[O:12])=[O:11])=[CH:6][CH:5]=1, predict the reactants needed to synthesize it. The reactants are: [F:1][C:2]([F:27])([F:26])[O:3][C:4]1[CH:9]=[CH:8][C:7]([S:10]([N:13]2[CH2:18][CH2:17][N:16](C(OC(C)(C)C)=O)[CH2:15][CH2:14]2)(=[O:12])=[O:11])=[CH:6][CH:5]=1.Cl.O1CCOCC1.